Dataset: Forward reaction prediction with 1.9M reactions from USPTO patents (1976-2016). Task: Predict the product of the given reaction. Given the reactants C1(P(C2C=CC=CC=2)C2C=CC=CC=2)C=CC=CC=1.[Br:20]Br.[F:22][C:23]1[CH:24]=[C:25]2[C:29](=[CH:30][CH:31]=1)[N:28]([S:32]([C:35]1[CH:41]=[CH:40][C:38]([CH3:39])=[CH:37][CH:36]=1)(=[O:34])=[O:33])[CH:27]=[C:26]2[CH2:42]O, predict the reaction product. The product is: [Br:20][CH2:42][C:26]1[C:25]2[C:29](=[CH:30][CH:31]=[C:23]([F:22])[CH:24]=2)[N:28]([S:32]([C:35]2[CH:41]=[CH:40][C:38]([CH3:39])=[CH:37][CH:36]=2)(=[O:34])=[O:33])[CH:27]=1.